Dataset: Full USPTO retrosynthesis dataset with 1.9M reactions from patents (1976-2016). Task: Predict the reactants needed to synthesize the given product. (1) Given the product [C:2]([O:8][C:7]1[CH:6]=[CH:5][C:4]([CH2:9][CH2:10][NH:11][C:12]([C:14]23[CH2:21][CH:20]4[CH2:19][CH:18]([CH2:17][C:16]([C:24]5[CH:25]=[CH:26][C:27]([Cl:30])=[CH:28][CH:29]=5)([CH2:22]4)[CH2:15]2)[CH2:23]3)=[O:13])=[CH:3][C:2]=1[O:1][C:12](=[O:13])[CH2:14][CH3:15])(=[O:1])[CH2:7][CH3:6], predict the reactants needed to synthesize it. The reactants are: [OH:1][C:2]1[CH:3]=[C:4]([CH2:9][CH2:10][NH:11][C:12]([C:14]23[CH2:23][CH:18]4[CH2:19][CH:20]([CH2:22][C:16]([C:24]5[CH:29]=[CH:28][C:27]([Cl:30])=[CH:26][CH:25]=5)([CH2:17]4)[CH2:15]2)[CH2:21]3)=[O:13])[CH:5]=[CH:6][C:7]=1[OH:8]. (2) Given the product [CH3:25][C:10]([NH:9][C:7]([C:5]1[S:6][C:2]([Cl:1])=[CH:3][CH:4]=1)=[O:8])([C:11](=[O:12])[NH:13][C:14]1[CH:22]=[CH:21][C:17]([C:18]([N:50]2[CH2:45][CH2:46][CH2:47][CH2:48][CH:49]2[CH2:44][CH2:59][CH2:58][OH:57])=[O:20])=[C:16]([CH3:23])[CH:15]=1)[CH3:24], predict the reactants needed to synthesize it. The reactants are: [Cl:1][C:2]1[S:6][C:5]([C:7]([NH:9][C:10]([CH3:25])([CH3:24])[C:11]([NH:13][C:14]2[CH:22]=[CH:21][C:17]([C:18]([OH:20])=O)=[C:16]([CH3:23])[CH:15]=2)=[O:12])=[O:8])=[CH:4][CH:3]=1.CCN(C(C)C)C(C)C.CN(C(ON1N=[N:50][C:45]2[CH:46]=[CH:47][CH:48]=[CH:49][C:44]1=2)=[N+](C)C)C.[B-](F)(F)(F)F.[OH:57][CH2:58][CH2:59]CN1CCCCC1.